This data is from Catalyst prediction with 721,799 reactions and 888 catalyst types from USPTO. The task is: Predict which catalyst facilitates the given reaction. (1) Reactant: [NH:1]([C:36]([CH2:38][CH2:39][CH2:40][CH2:41][CH2:42][CH2:43][CH3:44])=[O:37])[C@H:2]([C:18]([NH:20][C@H:21]([C:26]([N:28]1[CH2:35][CH2:34][CH2:33][C@H:29]1[C:30](O)=[O:31])=[O:27])[CH2:22][CH:23]([CH3:25])[CH3:24])=[O:19])[CH2:3][C:4]1[CH:9]=[CH:8][C:7]([O:10][CH2:11][C:12]2[CH:17]=[CH:16][CH:15]=[CH:14][CH:13]=2)=[CH:6][CH:5]=1.[NH2:45][C@H:46]([C:71]([O:73][CH3:74])=[O:72])[CH2:47][CH2:48][CH2:49][NH:50][C:51](=[NH:70])[NH:52][S:53]([C:56]1[C:68]([CH3:69])=[C:67]2[C:61]([O:62][C:63]([CH2:66]2)([CH3:65])[CH3:64])=[C:59]([CH3:60])[C:57]=1[CH3:58])(=[O:55])=[O:54].Cl.F[P-](F)(F)(F)(F)F.N1(O[P+](N(C)C)(N(C)C)N(C)C)C2C=CC=CC=2N=N1.CCN(C(C)C)C(C)C. Product: [NH:1]([C:36]([CH2:38][CH2:39][CH2:40][CH2:41][CH2:42][CH2:43][CH3:44])=[O:37])[C@H:2]([C:18]([NH:20][C@H:21]([C:26]([N:28]1[CH2:35][CH2:34][CH2:33][C@H:29]1[C:30]([NH:45][C@H:46]([C:71]([O:73][CH3:74])=[O:72])[CH2:47][CH2:48][CH2:49][NH:50][C:51](=[NH:70])[NH:52][S:53]([C:56]1[C:68]([CH3:69])=[C:67]2[C:61]([O:62][C:63]([CH2:66]2)([CH3:65])[CH3:64])=[C:59]([CH3:60])[C:57]=1[CH3:58])(=[O:55])=[O:54])=[O:31])=[O:27])[CH2:22][CH:23]([CH3:25])[CH3:24])=[O:19])[CH2:3][C:4]1[CH:9]=[CH:8][C:7]([O:10][CH2:11][C:12]2[CH:13]=[CH:14][CH:15]=[CH:16][CH:17]=2)=[CH:6][CH:5]=1. The catalyst class is: 3. (2) Reactant: [N:1]([CH2:4][CH2:5][CH2:6][N:7]1[CH:15]=[N:14][C:13]2[C:8]1=[N:9][CH:10]=[N:11][C:12]=2[NH2:16])=[N+]=[N-].[H][H]. Product: [NH2:1][CH2:4][CH2:5][CH2:6][N:7]1[CH:15]=[N:14][C:13]2[C:8]1=[N:9][CH:10]=[N:11][C:12]=2[NH2:16]. The catalyst class is: 43. (3) Reactant: [CH3:1][O:2][C:3]1[CH:4]=[C:5]2[C:10](=[CH:11][C:12]=1[O:13][CH3:14])[N:9]=[CH:8][CH:7]=[C:6]2[O:15][C:16]1[C:22]([CH3:23])=[CH:21][C:19]([NH2:20])=[C:18]([CH3:24])[CH:17]=1.C1(C)C=CC=CC=1.C(N(CC)CC)C.ClC(Cl)(O[C:43](=[O:49])[O:44][C:45](Cl)(Cl)Cl)Cl.[CH3:51][O:52][C:53]1[CH:63]=[CH:62][CH:61]=[CH:60][C:54]=1[O:55][CH2:56][CH2:57]CO. Product: [CH3:1][O:2][C:3]1[CH:4]=[C:5]2[C:10](=[CH:11][C:12]=1[O:13][CH3:14])[N:9]=[CH:8][CH:7]=[C:6]2[O:15][C:16]1[C:22]([CH3:23])=[CH:21][C:19]([NH:20][C:43](=[O:49])[O:44][CH2:45][CH2:57][CH2:56][O:55][C:54]2[CH:60]=[CH:61][CH:62]=[CH:63][C:53]=2[O:52][CH3:51])=[C:18]([CH3:24])[CH:17]=1. The catalyst class is: 2. (4) Reactant: [C:1]([O:5][C:6]([N:8]1[CH2:13][CH2:12][CH:11]([OH:14])[CH2:10][CH2:9]1)=[O:7])([CH3:4])([CH3:3])[CH3:2].N(C(OCC)=O)=NC(OCC)=O.[C:27]([O:31][C:32](=[O:51])[NH:33][C:34]1[C:38]([C:39]2[N:40]([CH2:49][CH3:50])[C:41]3[C:46](O)=[CH:45][N:44]=[CH:43][C:42]=3[N:48]=2)=[N:37][O:36][N:35]=1)([CH3:30])([CH3:29])[CH3:28]. Product: [C:1]([O:5][C:6]([N:8]1[CH2:13][CH2:12][CH:11]([O:14][C:46]2[C:41]3[N:40]([CH2:49][CH3:50])[C:39]([C:38]4[C:34]([NH:33][C:32]([O:31][C:27]([CH3:28])([CH3:30])[CH3:29])=[O:51])=[N:35][O:36][N:37]=4)=[N:48][C:42]=3[CH:43]=[N:44][CH:45]=2)[CH2:10][CH2:9]1)=[O:7])([CH3:4])([CH3:2])[CH3:3]. The catalyst class is: 2. (5) Reactant: [H-].[Na+].[CH:3]([O:6][CH2:7][CH2:8][OH:9])([CH3:5])[CH3:4].[CH2:10](Br)[C:11]#[CH:12]. Product: [CH:3]([O:6][CH2:7][CH2:8][O:9][CH2:12][C:11]#[CH:10])([CH3:5])[CH3:4]. The catalyst class is: 7. (6) Reactant: [CH2:1]([C:3]1[N:7]([C:8]2[C:16]3[O:15][CH2:14][C@@H:13]([NH:17][C:18]4[CH:30]=[CH:29][C:21]5[C@H:22]([CH2:25][C:26]([OH:28])=[O:27])[CH2:23][O:24][C:20]=5[CH:19]=4)[C:12]=3[CH:11]=[CH:10][CH:9]=2)[C:6]2[CH:31]=[CH:32][CH:33]=[CH:34][C:5]=2[N:4]=1)[CH3:2].[OH-].[Na+:36].C(#N)C. Product: [CH2:1]([C:3]1[N:7]([C:8]2[C:16]3[O:15][CH2:14][C@@H:13]([NH:17][C:18]4[CH:30]=[CH:29][C:21]5[C@H:22]([CH2:25][C:26]([O-:28])=[O:27])[CH2:23][O:24][C:20]=5[CH:19]=4)[C:12]=3[CH:11]=[CH:10][CH:9]=2)[C:6]2[CH:31]=[CH:32][CH:33]=[CH:34][C:5]=2[N:4]=1)[CH3:2].[Na+:36]. The catalyst class is: 6.